Predict the reaction yield, written as a fraction of the theoretical maximum amount of product (1.0 means a 100% yield; for example, 0.34 means a 34% yield). From a dataset of Reaction yield outcomes from USPTO patents with 853,638 reactions. (1) The reactants are [Cl:1][C:2]1[CH:3]=[C:4]([NH:9][CH:10]([C:12]2[CH:13]=[C:14]([C:29]([OH:31])=O)[CH:15]=[C:16]3[C:21]=2[O:20][C:19]([N:22]2[CH2:27][CH2:26][O:25][CH2:24][CH2:23]2)=[CH:18][C:17]3=[O:28])[CH3:11])[CH:5]=[CH:6][C:7]=1[F:8].[CH3:32][NH:33][CH2:34][CH2:35][OH:36]. No catalyst specified. The product is [Cl:1][C:2]1[CH:3]=[C:4]([NH:9][CH:10]([C:12]2[CH:13]=[C:14]([C:29]([N:33]([CH2:34][CH2:35][OH:36])[CH3:32])=[O:31])[CH:15]=[C:16]3[C:21]=2[O:20][C:19]([N:22]2[CH2:27][CH2:26][O:25][CH2:24][CH2:23]2)=[CH:18][C:17]3=[O:28])[CH3:11])[CH:5]=[CH:6][C:7]=1[F:8]. The yield is 0.682. (2) The reactants are [CH3:1][Si:2](Cl)([CH3:4])[CH3:3].[C:6]1([S:12][C:13](Br)([F:15])[F:14])[CH:11]=[CH:10][CH:9]=[CH:8][CH:7]=1. The catalyst is CN(C=O)C. The product is [CH3:1][Si:2]([C:13]([S:12][C:6]1[CH:11]=[CH:10][CH:9]=[CH:8][CH:7]=1)([F:15])[F:14])([CH3:4])[CH3:3]. The yield is 0.850.